Dataset: Reaction yield outcomes from USPTO patents with 853,638 reactions. Task: Predict the reaction yield, written as a fraction of the theoretical maximum amount of product (1.0 means a 100% yield; for example, 0.34 means a 34% yield). The reactants are [N:1]1([C:7]2[N:12]=[C:11]([N:13]3[CH:18]4[CH2:19][CH2:20][CH:14]3[CH2:15][O:16][CH2:17]4)[N:10]=[C:9]([C:21]3[CH:27]=[CH:26][C:24]([NH2:25])=[CH:23][CH:22]=3)[N:8]=2)[CH2:6][CH2:5][O:4][CH2:3][CH2:2]1.ClC(Cl)(O[C:32](=[O:38])OC(Cl)(Cl)Cl)Cl.[NH2:40][C:41]1[CH:46]=[CH:45][C:44]([CH3:47])=[CH:43][CH:42]=1. No catalyst specified. The product is [CH3:47][C:44]1[CH:45]=[CH:46][C:41]([NH:40][C:32]([NH:25][C:24]2[CH:26]=[CH:27][C:21]([C:9]3[N:8]=[C:7]([N:1]4[CH2:2][CH2:3][O:4][CH2:5][CH2:6]4)[N:12]=[C:11]([N:13]4[CH:14]5[CH2:20][CH2:19][CH:18]4[CH2:17][O:16][CH2:15]5)[N:10]=3)=[CH:22][CH:23]=2)=[O:38])=[CH:42][CH:43]=1. The yield is 0.310.